This data is from Reaction yield outcomes from USPTO patents with 853,638 reactions. The task is: Predict the reaction yield, written as a fraction of the theoretical maximum amount of product (1.0 means a 100% yield; for example, 0.34 means a 34% yield). (1) The reactants are [CH3:1][S:2]([C:5]1[N:10]=[CH:9][C:8]([O:11][C:12]2[CH:13]=[C:14]3[C:18](=[C:19]([O:21][CH:22]4[CH2:27][CH2:26][O:25][CH2:24][CH2:23]4)[CH:20]=2)[NH:17][C:16]([C:28]2[S:29][CH:30]([CH2:33][C:34]([OH:36])=O)[CH2:31][N:32]=2)=[CH:15]3)=[CH:7][CH:6]=1)(=[O:4])=[O:3].O.O[N:39]1[C:43]2C=CC=C[C:42]=2N=N1.Cl.C(N=C=NCCCN(C)C)C.O1CCCC1.C(N)C. The catalyst is CN(C)C=O.CCCCCC.C(OCC)(=O)C.O. The product is [CH2:43]([NH:39][C:34](=[O:36])[CH2:33][CH:30]1[S:29][C:28]([C:16]2[NH:17][C:18]3[C:14]([CH:15]=2)=[CH:13][C:12]([O:11][C:8]2[CH:9]=[N:10][C:5]([S:2]([CH3:1])(=[O:3])=[O:4])=[CH:6][CH:7]=2)=[CH:20][C:19]=3[O:21][CH:22]2[CH2:27][CH2:26][O:25][CH2:24][CH2:23]2)=[N:32][CH2:31]1)[CH3:42]. The yield is 0.510. (2) The yield is 0.530. The product is [C:1]([O:5][C:6]([N:8]1[CH2:13][CH2:12][CH:11]([O:14][C:15]2[CH:20]=[CH:19][C:18]([C:21]3[CH:22]([CH3:29])[CH2:23][C:24](=[O:25])[NH:33][N:32]=3)=[CH:17][CH:16]=2)[CH2:10][CH2:9]1)=[O:7])([CH3:4])([CH3:3])[CH3:2]. The reactants are [C:1]([O:5][C:6]([N:8]1[CH2:13][CH2:12][CH:11]([O:14][C:15]2[CH:20]=[CH:19][C:18]([C:21](=O)[CH:22]([CH3:29])[CH2:23][C:24](OCC)=[O:25])=[CH:17][CH:16]=2)[CH2:10][CH2:9]1)=[O:7])([CH3:4])([CH3:3])[CH3:2].O.[NH2:32][NH2:33]. The catalyst is C(O)(C)C.C(Cl)Cl.